Dataset: TCR-epitope binding with 47,182 pairs between 192 epitopes and 23,139 TCRs. Task: Binary Classification. Given a T-cell receptor sequence (or CDR3 region) and an epitope sequence, predict whether binding occurs between them. (1) The epitope is LLWNGPMAV. The TCR CDR3 sequence is CASSPTPAGGAYEQYF. Result: 1 (the TCR binds to the epitope). (2) The epitope is TPRVTGGGAM. The TCR CDR3 sequence is CSVEERVWGGEQYF. Result: 1 (the TCR binds to the epitope). (3) The epitope is GTSGSPIINR. The TCR CDR3 sequence is CASSFDAGGNEQYF. Result: 1 (the TCR binds to the epitope). (4) The epitope is YLNTLTLAV. The TCR CDR3 sequence is CASSLGQGHNSPLHF. Result: 1 (the TCR binds to the epitope). (5) The epitope is SGPLKAEIAQRLED. The TCR CDR3 sequence is CASSEDRVPPYSNQPQHF. Result: 0 (the TCR does not bind to the epitope). (6) The epitope is YLKLTDNVYIK. The TCR CDR3 sequence is CASSFPDTQYF. Result: 0 (the TCR does not bind to the epitope).